From a dataset of Catalyst prediction with 721,799 reactions and 888 catalyst types from USPTO. Predict which catalyst facilitates the given reaction. (1) Reactant: CS([C:5]1[N:9]=[C:8]([CH:10]2[CH2:15][CH2:14][CH2:13][CH:12]([CH2:16][CH3:17])[CH2:11]2)[S:7][N:6]=1)(=O)=O.[CH2:18]([OH:22])[C:19]#[C:20][CH3:21].[H-].[Na+]. Product: [CH2:16]([CH:12]1[CH2:13][CH2:14][CH2:15][CH:10]([C:8]2[S:7][N:6]=[C:5]([O:22][CH2:18][C:19]#[C:20][CH3:21])[N:9]=2)[CH2:11]1)[CH3:17]. The catalyst class is: 391. (2) Reactant: C(N(CC)C(C)C)(C)C.F[P-](F)(F)(F)(F)F.Br[P+](N1CCCC1)(N1CCCC1)N1CCCC1.[I:34][C:35]1[S:36][CH:37]=[CH:38][C:39]=1[C:40]([OH:42])=O.[CH3:43][CH:44]([C:49]1[CH:54]=[CH:53][CH:52]=[CH:51][C:50]=1[NH2:55])[CH2:45][CH:46]([CH3:48])[CH3:47]. Product: [CH3:43][CH:44]([C:49]1[CH:54]=[CH:53][CH:52]=[CH:51][C:50]=1[NH:55][C:40]([C:39]1[CH:38]=[CH:37][S:36][C:35]=1[I:34])=[O:42])[CH2:45][CH:46]([CH3:47])[CH3:48]. The catalyst class is: 47. (3) Reactant: COC1C=CC=C(OC)C=1C1C=CC=CC=1P(C1CCCCC1)C1CCCCC1.[C:30]([O:33][CH2:34][C:35]1[O:39][N:38]=[C:37]([CH3:40])[C:36]=1Br)(=[O:32])[CH3:31].[CH3:42][C:43]1([CH3:50])[C:47]([CH3:49])([CH3:48])[O:46][BH:45][O:44]1.C(N(CC)CC)C. Product: [C:30]([O:33][CH2:34][C:35]1[O:39][N:38]=[C:37]([CH3:40])[C:36]=1[B:45]1[O:46][C:47]([CH3:49])([CH3:48])[C:43]([CH3:50])([CH3:42])[O:44]1)(=[O:32])[CH3:31]. The catalyst class is: 684. (4) Reactant: [Br:1][C:2]1[N:7]=[C:6]([CH:8]=O)[CH:5]=[CH:4][CH:3]=1.[NH2:10][C:11]1[CH:19]=[C:18]([F:20])[CH:17]=[C:16]([F:21])[C:12]=1[C:13]([NH2:15])=[O:14].C1(C)C=CC(S(O)(=O)=O)=CC=1.OS([O-])=O.[Na+]. Product: [Br:1][C:2]1[N:7]=[C:6]([C:8]2[NH:15][C:13](=[O:14])[C:12]3[C:11](=[CH:19][C:18]([F:20])=[CH:17][C:16]=3[F:21])[N:10]=2)[CH:5]=[CH:4][CH:3]=1. The catalyst class is: 44. (5) Reactant: [Si:1]([O:8][CH2:9][C:10]1[S:11][CH:12]=[CH:13][C:14]=1[C:15]1[CH:16]=[CH:17][C:18]([N+:22]([O-:24])=[O:23])=[C:19]([NH2:21])[CH:20]=1)([C:4]([CH3:7])([CH3:6])[CH3:5])([CH3:3])[CH3:2].[CH3:25][O:26][C:27]1[CH:35]=[CH:34][C:30]([C:31](Cl)=[O:32])=[CH:29][CH:28]=1. Product: [Si:1]([O:8][CH2:9][C:10]1[S:11][CH:12]=[CH:13][C:14]=1[C:15]1[CH:16]=[CH:17][C:18]([N+:22]([O-:24])=[O:23])=[C:19]([NH:21][C:31](=[O:32])[C:30]2[CH:34]=[CH:35][C:27]([O:26][CH3:25])=[CH:28][CH:29]=2)[CH:20]=1)([C:4]([CH3:7])([CH3:6])[CH3:5])([CH3:3])[CH3:2]. The catalyst class is: 17.